Dataset: NCI-60 drug combinations with 297,098 pairs across 59 cell lines. Task: Regression. Given two drug SMILES strings and cell line genomic features, predict the synergy score measuring deviation from expected non-interaction effect. (1) Drug 1: CCC1(CC2CC(C3=C(CCN(C2)C1)C4=CC=CC=C4N3)(C5=C(C=C6C(=C5)C78CCN9C7C(C=CC9)(C(C(C8N6C=O)(C(=O)OC)O)OC(=O)C)CC)OC)C(=O)OC)O.OS(=O)(=O)O. Drug 2: C(CN)CNCCSP(=O)(O)O. Cell line: HT29. Synergy scores: CSS=9.32, Synergy_ZIP=-2.89, Synergy_Bliss=0.833, Synergy_Loewe=-10.7, Synergy_HSA=-4.25. (2) Drug 1: CCCCC(=O)OCC(=O)C1(CC(C2=C(C1)C(=C3C(=C2O)C(=O)C4=C(C3=O)C=CC=C4OC)O)OC5CC(C(C(O5)C)O)NC(=O)C(F)(F)F)O. Drug 2: CCN(CC)CCCC(C)NC1=C2C=C(C=CC2=NC3=C1C=CC(=C3)Cl)OC. Cell line: T-47D. Synergy scores: CSS=24.8, Synergy_ZIP=-2.44, Synergy_Bliss=-4.25, Synergy_Loewe=-13.2, Synergy_HSA=-4.61.